Regression. Given two drug SMILES strings and cell line genomic features, predict the synergy score measuring deviation from expected non-interaction effect. From a dataset of NCI-60 drug combinations with 297,098 pairs across 59 cell lines. (1) Drug 1: CC(C)(C#N)C1=CC(=CC(=C1)CN2C=NC=N2)C(C)(C)C#N. Drug 2: CCN(CC)CCCC(C)NC1=C2C=C(C=CC2=NC3=C1C=CC(=C3)Cl)OC. Cell line: HCT116. Synergy scores: CSS=39.5, Synergy_ZIP=1.59, Synergy_Bliss=3.84, Synergy_Loewe=7.67, Synergy_HSA=5.32. (2) Drug 1: C1=CN(C(=O)N=C1N)C2C(C(C(O2)CO)O)O.Cl. Drug 2: C1C(C(OC1N2C=NC(=NC2=O)N)CO)O. Cell line: MOLT-4. Synergy scores: CSS=76.5, Synergy_ZIP=-1.47, Synergy_Bliss=-1.99, Synergy_Loewe=0.657, Synergy_HSA=0.806.